From a dataset of Cav3 T-type calcium channel HTS with 100,875 compounds. Binary Classification. Given a drug SMILES string, predict its activity (active/inactive) in a high-throughput screening assay against a specified biological target. (1) The compound is S(=O)(=O)(N(c1cc(NC(=O)c2c(OC)cccc2)ccc1)C)C. The result is 0 (inactive). (2) The drug is S(=O)(=O)(c1c2c([nH]c1)cccc2)CC(=O)Nc1c(c(ccc1)C)C. The result is 0 (inactive). (3) The compound is Clc1c(CSc2n(CC3OCCC3)c(nn2)C)cccc1. The result is 0 (inactive). (4) The drug is Clc1c(c2noc(c2C(=O)N2CCC(CC2)C(OCC)=O)C)c(Cl)ccc1. The result is 0 (inactive). (5) The molecule is o1c(c2nn(nn2)CC(=O)Nc2cc3nn(nc3cc2)c2ccccc2)ccc1C. The result is 0 (inactive). (6) The molecule is S(c1nc(cc(c1C#N)COC)C)CC(=O)Nc1cc2OCOc2cc1. The result is 0 (inactive). (7) The compound is Clc1c(NCCNc2c([N+]([O-])=O)cccc2)ncc(c1)C(F)(F)F. The result is 0 (inactive). (8) The molecule is S(CC(=O)c1c(n(C2CC2)c(c1)C)C)c1oc2c(n1)cccc2. The result is 0 (inactive).